This data is from Reaction yield outcomes from USPTO patents with 853,638 reactions. The task is: Predict the reaction yield, written as a fraction of the theoretical maximum amount of product (1.0 means a 100% yield; for example, 0.34 means a 34% yield). (1) The reactants are [F:1][CH:2]([F:21])[O:3][C:4]1[CH:12]=[C:11]2[C:7]([CH:8]=[CH:9][NH:10]2)=[CH:6][C:5]=1[O:13][C:14]1[CH:19]=[CH:18][N:17]=[C:16]([NH2:20])[CH:15]=1.[H-].[Na+].[CH3:24][NH:25][C:26](=O)[O:27]C1C=CC=CC=1.O. The catalyst is CN(C)C=O.C(OCC)(=O)C. The product is [NH2:20][C:16]1[CH:15]=[C:14]([O:13][C:5]2[CH:6]=[C:7]3[C:11](=[CH:12][C:4]=2[O:3][CH:2]([F:1])[F:21])[N:10]([C:26]([NH:25][CH3:24])=[O:27])[CH:9]=[CH:8]3)[CH:19]=[CH:18][N:17]=1. The yield is 0.820. (2) The reactants are [CH3:1][O:2][C:3]([CH:5]1[C:10]([CH3:12])([CH3:11])[S:9][CH2:8][CH2:7][N:6]1[S:13]([C:16]1[CH:21]=[CH:20][C:19]([OH:22])=[CH:18][CH:17]=1)(=[O:15])=[O:14])=[O:4].[O:23]1[CH2:28][CH2:27][CH2:26][CH2:25][CH:24]1[O:29][CH2:30][CH2:31][C:32]#[C:33][CH2:34]O.C1(P(C2C=CC=CC=2)C2C=CC=CC=2)C=CC=CC=1.N(C(OCC)=O)=NC(OCC)=O. The product is [CH3:11][C:10]1([CH3:12])[S:9][CH2:8][CH2:7][N:6]([S:13]([C:16]2[CH:17]=[CH:18][C:19]([O:22][CH2:34][C:33]#[C:32][CH2:31][CH2:30][O:29][CH:24]3[CH2:25][CH2:26][CH2:27][CH2:28][O:23]3)=[CH:20][CH:21]=2)(=[O:15])=[O:14])[CH:5]1[C:3]([O:2][CH3:1])=[O:4]. The catalyst is C1COCC1.C(OCC)(=O)C. The yield is 0.620. (3) The catalyst is CN(C=O)C. The product is [CH2:32]([O:27][CH:22]1[C:21]2[C:28]([CH3:29])=[C:17]([N:14]3[CH2:13][CH2:12][N:11]([C:8]4[CH:7]=[CH:6][C:5]([O:4][CH3:3])=[CH:10][CH:9]=4)[CH2:16][CH2:15]3)[C:18]([CH3:31])=[C:19]([CH3:30])[C:20]=2[O:24][C:23]1([CH3:26])[CH3:25])[C:33]1[CH:38]=[CH:37][CH:36]=[CH:35][CH:34]=1. The reactants are [H-].[Na+].[CH3:3][O:4][C:5]1[CH:10]=[CH:9][C:8]([N:11]2[CH2:16][CH2:15][N:14]([C:17]3[C:18]([CH3:31])=[C:19]([CH3:30])[C:20]4[O:24][C:23]([CH3:26])([CH3:25])[CH:22]([OH:27])[C:21]=4[C:28]=3[CH3:29])[CH2:13][CH2:12]2)=[CH:7][CH:6]=1.[CH2:32](Br)[C:33]1[CH:38]=[CH:37][CH:36]=[CH:35][CH:34]=1.O. The yield is 0.620. (4) The reactants are [OH:1][C:2]1[CH:11]=[N:10][CH:9]=[CH:8][C:3]=1[C:4](OC)=[O:5].Cl.[NH2:13][OH:14].[OH-].[Na+].Cl. No catalyst specified. The product is [OH:1][C:2]1[CH:11]=[N:10][CH:9]=[CH:8][C:3]=1[C:4]([NH:13][OH:14])=[O:5]. The yield is 0.960. (5) The reactants are [H-].[Na+].[Si:3]([O:20][CH2:21][CH2:22][O:23][CH2:24][C@H:25]([OH:30])[C:26]([O:28][CH3:29])=[O:27])([C:16]([CH3:19])([CH3:18])[CH3:17])([C:10]1[CH:15]=[CH:14][CH:13]=[CH:12][CH:11]=1)[C:4]1[CH:9]=[CH:8][CH:7]=[CH:6][CH:5]=1.Cl[C:32]1[N:37]=[CH:36][N:35]=[C:34]2[N:38]([C:41]3[CH:46]=[CH:45][CH:44]=[C:43]([Cl:47])[C:42]=3[Cl:48])[N:39]=[CH:40][C:33]=12.C(O)(=O)CC(CC(O)=O)(C(O)=O)O.C(OC)(=O)C1OC1. The catalyst is C1COCC1. The product is [Si:3]([O:20][CH2:21][CH2:22][O:23][CH2:24][C@H:25]([O:30][C:32]1[N:37]=[CH:36][N:35]=[C:34]2[N:38]([C:41]3[CH:46]=[CH:45][CH:44]=[C:43]([Cl:47])[C:42]=3[Cl:48])[N:39]=[CH:40][C:33]=12)[C:26]([O:28][CH3:29])=[O:27])([C:16]([CH3:19])([CH3:18])[CH3:17])([C:10]1[CH:15]=[CH:14][CH:13]=[CH:12][CH:11]=1)[C:4]1[CH:5]=[CH:6][CH:7]=[CH:8][CH:9]=1. The yield is 0.371. (6) The reactants are Cl[C:2]1[CH:7]=[CH:6][N:5]=[C:4]2[CH:8]=[C:9]([C:11]3[N:12]=[CH:13][N:14]([CH3:16])[CH:15]=3)[S:10][C:3]=12.[F:17][C:18]1[CH:24]=[C:23]([N+:25]([O-:27])=[O:26])[CH:22]=[CH:21][C:19]=1[NH2:20].C1CCC(P(C2C(C3C=CC=CC=3)=CC=CC=2)C2CCCCC2)CC1.[O-]P([O-])([O-])=O.[K+].[K+].[K+]. The catalyst is C1(C)C=CC=CC=1.C1C=CC(/C=C/C(/C=C/C2C=CC=CC=2)=O)=CC=1.C1C=CC(/C=C/C(/C=C/C2C=CC=CC=2)=O)=CC=1.C1C=CC(/C=C/C(/C=C/C2C=CC=CC=2)=O)=CC=1.[Pd].[Pd]. The product is [F:17][C:18]1[CH:24]=[C:23]([N+:25]([O-:27])=[O:26])[CH:22]=[CH:21][C:19]=1[NH:20][C:2]1[CH:7]=[CH:6][N:5]=[C:4]2[CH:8]=[C:9]([C:11]3[N:12]=[CH:13][N:14]([CH3:16])[CH:15]=3)[S:10][C:3]=12. The yield is 0.500.